Task: Regression. Given two drug SMILES strings and cell line genomic features, predict the synergy score measuring deviation from expected non-interaction effect.. Dataset: NCI-60 drug combinations with 297,098 pairs across 59 cell lines (1) Drug 1: C1=CC(=CC=C1CCCC(=O)O)N(CCCl)CCCl. Drug 2: CC12CCC3C(C1CCC2O)C(CC4=C3C=CC(=C4)O)CCCCCCCCCS(=O)CCCC(C(F)(F)F)(F)F. Cell line: OVCAR-4. Synergy scores: CSS=-4.76, Synergy_ZIP=-0.344, Synergy_Bliss=-5.07, Synergy_Loewe=-6.70, Synergy_HSA=-5.94. (2) Drug 1: C1=CN(C(=O)N=C1N)C2C(C(C(O2)CO)O)O.Cl. Drug 2: C(=O)(N)NO. Cell line: SW-620. Synergy scores: CSS=48.2, Synergy_ZIP=0.607, Synergy_Bliss=0.548, Synergy_Loewe=-39.3, Synergy_HSA=1.59.